The task is: Regression. Given a peptide amino acid sequence and an MHC pseudo amino acid sequence, predict their binding affinity value. This is MHC class II binding data.. This data is from Peptide-MHC class II binding affinity with 134,281 pairs from IEDB. The peptide sequence is PAPMLAAAAGWQTLS. The MHC is DRB5_0101 with pseudo-sequence DRB5_0101. The binding affinity (normalized) is 0.554.